Dataset: Full USPTO retrosynthesis dataset with 1.9M reactions from patents (1976-2016). Task: Predict the reactants needed to synthesize the given product. (1) Given the product [C:26]([O:32][CH2:33][N:34]1[C:38]2[N:39]=[N:40][CH:41]=[C:42]([C:43]3[CH:44]=[N:45][N:46]([C@H:6]([CH:1]4[CH2:2][CH2:3][CH2:4][CH2:5]4)[CH2:9][CH:17]=[O:18])[CH:47]=3)[C:37]=2[CH:36]=[CH:35]1)(=[O:31])[C:27]([CH3:30])([CH3:29])[CH3:28], predict the reactants needed to synthesize it. The reactants are: [CH:1]1([C:6](=[CH2:9])C=O)[CH2:5][CH2:4][CH2:3][CH2:2]1.[N+](C1C=CC([C:17](O)=[O:18])=CC=1)([O-])=O.C(Cl)(Cl)Cl.[C:26]([O:32][CH2:33][N:34]1[C:38]2[N:39]=[N:40][CH:41]=[C:42]([C:43]3[CH:44]=[N:45][NH:46][CH:47]=3)[C:37]=2[CH:36]=[CH:35]1)(=[O:31])[C:27]([CH3:30])([CH3:29])[CH3:28]. (2) Given the product [Br:1][C:2]1[CH:8]=[C:7]([N+:9]([O-:11])=[O:10])[CH:5]=[C:4]([I:12])[CH:3]=1, predict the reactants needed to synthesize it. The reactants are: [Br:1][C:2]1[CH:8]=[C:7]([N+:9]([O-:11])=[O:10])[C:5](N)=[C:4]([I:12])[CH:3]=1.S(=O)(=O)(O)O.N([O-])=O.[Na+]. (3) Given the product [CH3:46][C:47]1[NH:51][N:50]=[C:49]([C:52]([N:43]2[CH2:44][CH2:45][N:40]([C:34]3[CH:39]=[CH:38][CH:37]=[CH:36][CH:35]=3)[CH2:41][CH2:42]2)=[O:53])[CH:48]=1, predict the reactants needed to synthesize it. The reactants are: C(N(C(C)C)CC)(C)C.CN(C(ON1N=NC2C=CC=NC1=2)=[N+](C)C)C.F[P-](F)(F)(F)(F)F.[C:34]1([N:40]2[CH2:45][CH2:44][NH:43][CH2:42][CH2:41]2)[CH:39]=[CH:38][CH:37]=[CH:36][CH:35]=1.[CH3:46][C:47]1[NH:51][N:50]=[C:49]([C:52](O)=[O:53])[CH:48]=1.[Cl-].[Na+]. (4) Given the product [Cl:1][C:2]1[CH:10]=[CH:9][C:5]([C:6]([NH:14][C:15]2[CH:16]=[CH:17][C:18]([C:21](=[O:28])[CH2:22][CH2:23][C:24]([OH:26])=[O:25])=[CH:19][CH:20]=2)=[O:7])=[CH:4][C:3]=1[N+:11]([O-:13])=[O:12], predict the reactants needed to synthesize it. The reactants are: [Cl:1][C:2]1[CH:10]=[CH:9][C:5]([C:6](Cl)=[O:7])=[CH:4][C:3]=1[N+:11]([O-:13])=[O:12].[NH2:14][C:15]1[CH:20]=[CH:19][C:18]([C:21](=[O:28])[CH2:22][CH2:23][C:24]([O:26]C)=[O:25])=[CH:17][CH:16]=1. (5) Given the product [CH:1]1([CH2:4][CH2:5][N:6]2[C:14]3[C:9](=[CH:10][CH:11]=[CH:12][CH:13]=3)[C:8]3([C:17]4=[CH:18][C:19]5[O:23][CH2:22][O:21][C:20]=5[CH:24]=[C:25]4[O:26][CH2:15]3)[C:7]2=[O:27])[CH2:3][CH2:2]1, predict the reactants needed to synthesize it. The reactants are: [CH:1]1([CH2:4][CH2:5][N:6]2[C:14]3[C:9](=[CH:10][CH:11]=[CH:12][CH:13]=3)[C:8]([C:17]3[C:25]([OH:26])=[CH:24][C:20]4[O:21][CH2:22][O:23][C:19]=4[CH:18]=3)([CH2:15]O)[C:7]2=[O:27])[CH2:3][CH2:2]1.C1(P(C2C=CC=CC=2)C2C=CC=CC=2)C=CC=CC=1.N(C(OCC)=O)=NC(OCC)=O. (6) Given the product [OH:8][C:6]([C:2]1[S:1][CH:5]=[CH:4][CH:3]=1)([CH2:11][CH3:12])[CH2:15][CH3:16], predict the reactants needed to synthesize it. The reactants are: [S:1]1[CH:5]=[CH:4][CH:3]=[C:2]1[C:6]([O:8]CC)=O.[CH2:11]([Mg]Br)[CH3:12].[CH2:15](OCC)[CH3:16]. (7) Given the product [CH3:25][O:24][C:15]1[C:14]([OH:13])=[CH:23][C:18]2[N:19]=[C:20]([CH3:22])[S:21][C:17]=2[CH:16]=1, predict the reactants needed to synthesize it. The reactants are: C(O)(=O)C.Cl.C([O:13][C:14]1[C:15]([O:24][CH3:25])=[CH:16][C:17]2[S:21][C:20]([CH3:22])=[N:19][C:18]=2[CH:23]=1)C1C=CC=CC=1.[OH-].[Na+]. (8) Given the product [Br:1][C:2]1[CH:29]=[CH:28][C:5]([O:6][C@@H:7]([C:21]2[CH:22]=[CH:23][C:24]([Cl:27])=[CH:25][CH:26]=2)[C@@H:8]([C:12]2[CH:20]=[CH:19][C:15]([C:16]([NH:51][CH2:50][CH2:49][C:48]([O:47][CH2:45][CH3:46])=[O:52])=[O:17])=[CH:14][CH:13]=2)[CH2:9][CH2:10][CH3:11])=[C:4]([C:30]#[N:31])[CH:3]=1, predict the reactants needed to synthesize it. The reactants are: [Br:1][C:2]1[CH:29]=[CH:28][C:5]([O:6][C@@H:7]([C:21]2[CH:26]=[CH:25][C:24]([Cl:27])=[CH:23][CH:22]=2)[C@@H:8]([C:12]2[CH:20]=[CH:19][C:15]([C:16](O)=[O:17])=[CH:14][CH:13]=2)[CH2:9][CH2:10][CH3:11])=[C:4]([C:30]#[N:31])[CH:3]=1.C1N=CN(C(N2C=NC=C2)=O)C=1.Cl.[CH2:45]([O:47][C:48](=[O:52])[CH2:49][CH2:50][NH2:51])[CH3:46]. (9) The reactants are: [OH:1][C:2]1[CH:7]=[CH:6][C:5]([CH2:8][CH2:9][CH2:10][O:11][C:12]2[CH:21]=[CH:20][C:15]([C:16]([O:18][CH3:19])=[O:17])=[CH:14][C:13]=2[C:22]([NH:24][CH:25]2[CH2:30][CH2:29][CH2:28][CH:27]([C:31]([O:33][CH3:34])=[O:32])[CH2:26]2)=[O:23])=[CH:4][CH:3]=1.Cl[CH2:36][C:37]1[CH:42]=[CH:41][C:40]([O:43][CH2:44][CH:45]([CH3:47])[CH3:46])=[CH:39][CH:38]=1. Given the product [CH2:44]([O:43][C:40]1[CH:39]=[CH:38][C:37]([CH2:36][O:1][C:2]2[CH:7]=[CH:6][C:5]([CH2:8][CH2:9][CH2:10][O:11][C:12]3[CH:21]=[CH:20][C:15]([C:16]([O:18][CH3:19])=[O:17])=[CH:14][C:13]=3[C:22]([NH:24][CH:25]3[CH2:30][CH2:29][CH2:28][CH:27]([C:31]([O:33][CH3:34])=[O:32])[CH2:26]3)=[O:23])=[CH:4][CH:3]=2)=[CH:42][CH:41]=1)[CH:45]([CH3:47])[CH3:46], predict the reactants needed to synthesize it.